From a dataset of Full USPTO retrosynthesis dataset with 1.9M reactions from patents (1976-2016). Predict the reactants needed to synthesize the given product. Given the product [O:4]1[CH:1]=[CH:2][C:6]([C:7]2[CH:12]=[CH:11][C:10]([C:13]([CH2:29][CH3:30])=[C:14]([C:15]3[CH:20]=[CH:19][C:18]([OH:21])=[CH:17][CH:16]=3)[C:22]3[CH:27]=[CH:26][C:25]([OH:28])=[CH:24][CH:23]=3)=[CH:9][CH:8]=2)=[CH:5]1, predict the reactants needed to synthesize it. The reactants are: [CH3:1][C:2]1[C:6]([C:7]2[CH:12]=[CH:11][C:10]([C:13]([CH2:29][CH3:30])=[C:14]([C:22]3[CH:27]=[CH:26][C:25]([OH:28])=[CH:24][CH:23]=3)[C:15]3[CH:20]=[CH:19][C:18]([OH:21])=[CH:17][CH:16]=3)=[CH:9][CH:8]=2)=[C:5](C)[O:4]N=1.BrC1C=CC(C(CC)=C(C2C=CC(O)=CC=2)C2C=CC(O)=CC=2)=CC=1.O1C=CC(B(O)O)=C1.C([O-])([O-])=O.[Na+].[Na+].